Dataset: Reaction yield outcomes from USPTO patents with 853,638 reactions. Task: Predict the reaction yield, written as a fraction of the theoretical maximum amount of product (1.0 means a 100% yield; for example, 0.34 means a 34% yield). (1) The reactants are FC(F)(F)S(O[C:7]1[C:12]([C:13](=[O:15])[CH3:14])=[CH:11][C:10]([Cl:16])=[C:9]([CH3:17])[C:8]=1[N+:18]([O-:20])=[O:19])(=O)=O.[F:23][C:24]1[CH:25]=[C:26](B(O)O)[CH:27]=[CH:28][CH:29]=1.N#N. The catalyst is C1(C)C=CC=CC=1.C([O-])(O)=O.[Na+].C1C=CC([P]([Pd]([P](C2C=CC=CC=2)(C2C=CC=CC=2)C2C=CC=CC=2)([P](C2C=CC=CC=2)(C2C=CC=CC=2)C2C=CC=CC=2)[P](C2C=CC=CC=2)(C2C=CC=CC=2)C2C=CC=CC=2)(C2C=CC=CC=2)C2C=CC=CC=2)=CC=1. The product is [Cl:16][C:10]1[C:9]([CH3:17])=[C:8]([N+:18]([O-:20])=[O:19])[C:7]([C:28]2[CH:27]=[CH:26][CH:25]=[C:24]([F:23])[CH:29]=2)=[C:12]([C:13](=[O:15])[CH3:14])[CH:11]=1. The yield is 0.920. (2) The reactants are [OH:1][N:2]=[C:3]([NH2:26])[CH2:4][N:5]1[C:13]2[C:8](=[CH:9][CH:10]=[CH:11][CH:12]=2)[C:7]2([C:17]3=[CH:18][C:19]4[O:23][CH2:22][O:21][C:20]=4[CH:24]=[C:16]3[O:15][CH2:14]2)[C:6]1=[O:25].C(N(C(C)C)CC)(C)C.[F:36][C:37]([F:48])([F:47])[C:38](O[C:38](=O)[C:37]([F:48])([F:47])[F:36])=O. The catalyst is ClCCl. The product is [F:36][C:37]([F:48])([F:47])[C:38]1[O:1][N:2]=[C:3]([CH2:4][N:5]2[C:13]3[C:8](=[CH:9][CH:10]=[CH:11][CH:12]=3)[C:7]3([C:17]4=[CH:18][C:19]5[O:23][CH2:22][O:21][C:20]=5[CH:24]=[C:16]4[O:15][CH2:14]3)[C:6]2=[O:25])[N:26]=1. The yield is 0.730. (3) The reactants are [C:1]([C:4]1[CH:5]=[C:6]([CH:9]=[CH:10][CH:11]=1)[CH2:7]Br)(=[O:3])[CH3:2].[Na].[C:13]([O:19][CH2:20][CH3:21])(=[O:18])[CH2:14][C:15]([CH3:17])=[O:16]. The catalyst is O1CCCC1. The product is [C:1]([C:4]1[CH:5]=[C:6]([CH:9]=[CH:10][CH:11]=1)[CH2:7][CH:14]([C:15](=[O:16])[CH3:17])[C:13]([O:19][CH2:20][CH3:21])=[O:18])(=[O:3])[CH3:2]. The yield is 0.490. (4) The reactants are [C:1]12([C:11]([OH:13])=[O:12])[CH2:10][CH:5]3[CH2:6][CH:7]([CH2:9][CH:3]([CH2:4]3)[CH2:2]1)[CH2:8]2.[O:14]=O. The catalyst is C(O)(=O)C. The product is [OH:14][C:3]12[CH2:9][CH:7]3[CH2:6][CH:5]([CH2:10][C:1]([C:11]([OH:13])=[O:12])([CH2:8]3)[CH2:2]1)[CH2:4]2. The yield is 0.800. (5) The yield is 0.0800. The reactants are [Cl:1][C:2]1[CH:7]=[CH:6][CH:5]=[CH:4][C:3]=1[N:8]1[CH:13]=[CH:12][C:11](=[O:14])[C:10]([C:15](=O)[CH:16]=[CH:17][N:18](C)C)=[N:9]1.[C:22]1([NH:28]N)[CH:27]=[CH:26][CH:25]=[CH:24][CH:23]=1. The product is [Cl:1][C:2]1[CH:7]=[CH:6][CH:5]=[CH:4][C:3]=1[N:8]1[CH:13]=[CH:12][C:11](=[O:14])[C:10]([C:15]2[N:28]([C:22]3[CH:27]=[CH:26][CH:25]=[CH:24][CH:23]=3)[N:18]=[CH:17][CH:16]=2)=[N:9]1. The catalyst is CO.